From a dataset of Full USPTO retrosynthesis dataset with 1.9M reactions from patents (1976-2016). Predict the reactants needed to synthesize the given product. (1) Given the product [F:11][C:12]1[CH:17]=[CH:16][C:15]([S:18]([NH:1][C:2]2[CH:9]=[C:8]([CH3:10])[CH:7]=[CH:6][C:3]=2[C:4]#[N:5])(=[O:20])=[O:19])=[CH:14][CH:13]=1, predict the reactants needed to synthesize it. The reactants are: [NH2:1][C:2]1[CH:9]=[C:8]([CH3:10])[CH:7]=[CH:6][C:3]=1[C:4]#[N:5].[F:11][C:12]1[CH:17]=[CH:16][C:15]([S:18](Cl)(=[O:20])=[O:19])=[CH:14][CH:13]=1. (2) Given the product [CH3:1][O:2][C:3]1[C:12]([Cl:13])=[C:11]2[C:6]([C:7]([O:22][CH2:23][CH2:24][C@@H:25]3[NH:39][C:38](=[O:40])[N:37]([CH3:41])[CH2:36][CH2:35][CH2:34][CH2:33][CH:32]=[CH:31][C@H:30]4[C@@:28]([C:42]([OH:44])=[O:43])([CH2:29]4)[NH:27][C:26]3=[O:47])=[CH:8][C:9]([N:14]3[CH:18]=[CH:17][C:16]([CH:19]([CH3:20])[CH3:21])=[N:15]3)=[N:10]2)=[CH:5][CH:4]=1, predict the reactants needed to synthesize it. The reactants are: [CH3:1][O:2][C:3]1[C:12]([Cl:13])=[C:11]2[C:6]([C:7]([O:22][CH2:23][CH2:24][C@@H:25]3[NH:39][C:38](=[O:40])[N:37]([CH3:41])[CH2:36][CH2:35][CH2:34][CH2:33][CH:32]=[CH:31][C@H:30]4[C@@:28]([C:42]([O:44]CC)=[O:43])([CH2:29]4)[NH:27][C:26]3=[O:47])=[CH:8][C:9]([N:14]3[CH:18]=[CH:17][C:16]([CH:19]([CH3:21])[CH3:20])=[N:15]3)=[N:10]2)=[CH:5][CH:4]=1.C(C1N=C(C2C=C(OCC[C@@H]3NC(=O)N(C)CCCCC=C[C@H]4[C@@](C(O)=O)(C4)NC3=O)C3C(=C(C)C(OC)=CC=3)N=2)SC=1)(C)C. (3) Given the product [Cl:12][C:13]1[CH:20]=[CH:19][CH:18]=[CH:17][C:14]=1[N:15]([CH3:16])[C:2]1[N:7]=[CH:6][C:5]2[N:8]=[CH:9][N:10]([CH3:11])[C:4]=2[CH:3]=1, predict the reactants needed to synthesize it. The reactants are: Cl[C:2]1[N:7]=[CH:6][C:5]2[N:8]=[CH:9][N:10]([CH3:11])[C:4]=2[CH:3]=1.[Cl:12][C:13]1[CH:20]=[CH:19][CH:18]=[CH:17][C:14]=1[NH:15][CH3:16].C1(P(C2CCCCC2)C2C=CC=CC=2C2C(C(C)C)=CC(C(C)C)=CC=2C(C)C)CCCCC1.CC(C)([O-])C.[Na+]. (4) The reactants are: C1(S([N:10]2[C:18]3[C:13](=[CH:14][CH:15]=[CH:16][CH:17]=3)[C:12]([C:19]3[N:20]=[C:21]4[C:27]([C:28]([C:30]5([CH3:36])[CH2:35][CH2:34][CH2:33][CH2:32][CH2:31]5)=[O:29])=[CH:26][NH:25][C:22]4=[N:23][CH:24]=3)=[CH:11]2)(=O)=O)C=CC=CC=1. Given the product [NH:10]1[C:18]2[C:13](=[CH:14][CH:15]=[CH:16][CH:17]=2)[C:12]([C:19]2[N:20]=[C:21]3[C:27]([C:28]([C:30]4([CH3:36])[CH2:31][CH2:32][CH2:33][CH2:34][CH2:35]4)=[O:29])=[CH:26][NH:25][C:22]3=[N:23][CH:24]=2)=[CH:11]1, predict the reactants needed to synthesize it.